This data is from Reaction yield outcomes from USPTO patents with 853,638 reactions. The task is: Predict the reaction yield, written as a fraction of the theoretical maximum amount of product (1.0 means a 100% yield; for example, 0.34 means a 34% yield). The reactants are CO[CH:3](OC)[CH2:4][NH:5]/[CH:6]=[CH:7]\[C:8](=[C:22]([C:25]#[N:26])[C:23]#[N:24])[C:9]1[CH:18]=[CH:17][C:16]2[C:11](=[CH:12][CH:13]=[C:14]([N:19]([CH3:21])[CH3:20])[CH:15]=2)[CH:10]=1.Cl. The catalyst is CO. The product is [CH3:20][N:19]([CH3:21])[C:14]1[CH:15]=[C:16]2[C:11](=[CH:12][CH:13]=1)[CH:10]=[C:9]([C:8]1[CH:7]=[CH:6][N:5]3[CH:4]=[CH:3][N:24]=[C:23]3[C:22]=1[C:25]#[N:26])[CH:18]=[CH:17]2. The yield is 0.570.